This data is from Full USPTO retrosynthesis dataset with 1.9M reactions from patents (1976-2016). The task is: Predict the reactants needed to synthesize the given product. (1) Given the product [NH2:3][C:4]1[C:13]([CH:14]2[CH2:19][CH2:18][O:17][CH2:16][CH2:15]2)=[CH:12][C:11]2[C:6](=[CH:7][CH:8]=[C:9]([C:20]3[C:25]([CH3:26])=[CH:24][CH:23]=[CH:22][C:21]=3[C:27]([N:29]3[CH2:33][CH2:32][CH2:31][CH2:30]3)=[O:28])[CH:10]=2)[N:5]=1, predict the reactants needed to synthesize it. The reactants are: N#N.[NH2:3][C:4]1[C:13]([C:14]2[CH2:15][CH2:16][O:17][CH2:18][CH:19]=2)=[CH:12][C:11]2[C:6](=[CH:7][CH:8]=[C:9]([C:20]3[C:25]([CH3:26])=[CH:24][CH:23]=[CH:22][C:21]=3[C:27]([N:29]3[CH2:33][CH2:32][CH2:31][CH2:30]3)=[O:28])[CH:10]=2)[N:5]=1. (2) Given the product [CH2:1]([O:3][C:4](=[O:14])[CH2:5][C:6]1[CH:11]=[CH:10][C:9]([N:12]2[C:24]([NH2:25])=[CH:23][C:22]([C:19]3[CH:18]=[CH:17][C:16]([F:15])=[CH:21][CH:20]=3)=[N:13]2)=[CH:8][CH:7]=1)[CH3:2], predict the reactants needed to synthesize it. The reactants are: [CH2:1]([O:3][C:4](=[O:14])[CH2:5][C:6]1[CH:11]=[CH:10][C:9]([NH:12][NH2:13])=[CH:8][CH:7]=1)[CH3:2].[F:15][C:16]1[CH:21]=[CH:20][C:19]([C:22](=O)[CH2:23][C:24]#[N:25])=[CH:18][CH:17]=1.